From a dataset of Reaction yield outcomes from USPTO patents with 853,638 reactions. Predict the reaction yield, written as a fraction of the theoretical maximum amount of product (1.0 means a 100% yield; for example, 0.34 means a 34% yield). (1) The reactants are [Br:1][C:2]1[CH:3]=[C:4]([S:8]([N:11]2[C:15]([C:16]3[CH:21]=[CH:20][CH:19]=[CH:18][CH:17]=3)=[CH:14][C:13]([CH:22]=O)=[CH:12]2)(=[O:10])=[O:9])[CH:5]=[N:6][CH:7]=1.[CH3:24][NH2:25].[BH4-].[Na+].[C:28](=[O:31])([O-])[OH:29].[Na+]. The catalyst is O1CCCC1.CO.O. The product is [Br:1][C:2]1[CH:3]=[C:4]([S:8]([N:11]2[C:15]([C:16]3[CH:21]=[CH:20][CH:19]=[CH:18][CH:17]=3)=[CH:14][C:13]([CH2:22][N:25]([CH3:24])[C:28](=[O:31])[O:29][C:13]([CH3:22])([CH3:14])[CH3:12])=[CH:12]2)(=[O:10])=[O:9])[CH:5]=[N:6][CH:7]=1. The yield is 0.480. (2) The reactants are [Cl:1][C:2]1[CH:18]=[CH:17][C:5]2[NH:6][C:7]3[S:8][C:9]([CH3:16])=[CH:10][C:11]=3[C:12](SC)=[N:13][C:4]=2[CH:3]=1.[CH3:19][O:20][CH2:21][CH2:22][C@H:23]1[CH2:28][NH:27][CH2:26][CH2:25][NH:24]1. The catalyst is C(O)(C)C. The product is [Cl:1][C:2]1[CH:18]=[CH:17][C:5]2[NH:6][C:7]3[S:8][C:9]([CH3:16])=[CH:10][C:11]=3[C:12]([N:27]3[CH2:26][CH2:25][NH:24][C@@H:23]([CH2:22][CH2:21][O:20][CH3:19])[CH2:28]3)=[N:13][C:4]=2[CH:3]=1. The yield is 0.695. (3) The reactants are C(OC(=O)[NH:7][CH:8]([CH2:13][C:14]1[CH:19]=[CH:18][C:17]([N+:20]([O-:22])=[O:21])=[CH:16][CH:15]=1)[C:9](=O)[CH2:10][Br:11])(C)(C)C.[C:24](=[S:32])([NH2:31])[C:25]1[CH:30]=[CH:29][CH:28]=[CH:27][CH:26]=1.C(OCC)C. The catalyst is CC#N. The product is [BrH:11].[N+:20]([C:17]1[CH:16]=[CH:15][C:14]([CH2:13][C@@H:8]([C:9]2[N:31]=[C:24]([C:25]3[CH:30]=[CH:29][CH:28]=[CH:27][CH:26]=3)[S:32][CH:10]=2)[NH2:7])=[CH:19][CH:18]=1)([O-:22])=[O:21]. The yield is 0.630. (4) The reactants are [F:1][C:2]([F:29])([F:28])[C:3]1[CH:4]=[C:5]([NH:13][C:14](=[O:27])[C:15]2[CH:20]=[C:19]([S:21](=[O:24])(=[O:23])[NH2:22])[CH:18]=[CH:17][C:16]=2[O:25][CH3:26])[CH:6]=[C:7]([C:9]([F:12])([F:11])[F:10])[CH:8]=1.CO[CH:32]1[CH2:36][CH2:35][CH:34](OC)O1.C(O)(=O)C. The catalyst is O. The product is [F:29][C:2]([F:1])([F:28])[C:3]1[CH:4]=[C:5]([NH:13][C:14](=[O:27])[C:15]2[CH:20]=[C:19]([S:21]([N:22]3[CH:32]=[CH:36][CH:35]=[CH:34]3)(=[O:23])=[O:24])[CH:18]=[CH:17][C:16]=2[O:25][CH3:26])[CH:6]=[C:7]([C:9]([F:12])([F:10])[F:11])[CH:8]=1. The yield is 0.886. (5) The yield is 0.950. The product is [C:19]([C:16]1[S:15][C:14]([C:12]2[NH:11][C:3]3[CH:4]=[CH:5][CH:6]=[C:7]([C:8]([NH2:9])=[O:10])[C:2]=3[N:1]=2)=[CH:18][CH:17]=1)(=[O:21])[CH3:20]. The catalyst is CN(C)C=O. The reactants are [NH2:1][C:2]1[C:7]([C:8](=[O:10])[NH2:9])=[CH:6][CH:5]=[CH:4][C:3]=1[NH:11][C:12]([C:14]1[S:15][C:16]([C:19](=[O:21])[CH3:20])=[CH:17][CH:18]=1)=O.C(O)(=O)C. (6) The reactants are [Br:1][C:2]1[CH:7]=[CH:6][CH:5]=[CH:4][C:3]=1[C@H:8]([O:10][CH2:11][C@H:12]1[CH2:14][O:13]1)[CH3:9].[F:15][C:16]1[CH:17]=[C:18]([CH:25]=[CH:26][C:27]=1[CH3:28])[CH2:19][C@@H:20]1[CH2:24][CH2:23][CH2:22][NH:21]1. No catalyst specified. The product is [Br:1][C:2]1[CH:7]=[CH:6][CH:5]=[CH:4][C:3]=1[C@H:8]([O:10][CH2:11][C@H:12]([OH:13])[CH2:14][N:21]1[CH2:22][CH2:23][CH2:24][C@H:20]1[CH2:19][C:18]1[CH:25]=[CH:26][C:27]([CH3:28])=[C:16]([F:15])[CH:17]=1)[CH3:9]. The yield is 0.920.